This data is from Retrosynthesis with 50K atom-mapped reactions and 10 reaction types from USPTO. The task is: Predict the reactants needed to synthesize the given product. (1) Given the product O=C(O)CCCCCCC(=O)Nc1cc(Cl)ccc1O, predict the reactants needed to synthesize it. The reactants are: CCOC(=O)CCCCCCC(=O)O.Nc1cc(Cl)ccc1O. (2) Given the product C[C@H](NC(=O)c1ccc(S(=O)(=O)Nc2ccccc2Oc2ccc(Cl)cc2Cl)cc1)C(=O)NCC1CCN(C(=O)OC(C)(C)C)CC1, predict the reactants needed to synthesize it. The reactants are: CC(C)(C)OC(=O)N1CCC(CN)CC1.C[C@H](NC(=O)c1ccc(S(=O)(=O)Nc2ccccc2Oc2ccc(Cl)cc2Cl)cc1)C(=O)O. (3) Given the product Cc1ccc(=O)n(-c2ccc3nc([C@H]4C[C@H](N5CCC[C@@H]5C)C4)sc3c2)n1, predict the reactants needed to synthesize it. The reactants are: C[C@@H]1CCCN1[C@H]1C[C@H](c2nc3ccc(Br)cc3s2)C1.Cc1ccc(=O)[nH]n1. (4) Given the product COc1ccc(C2CC3(CCCCC3)N(CC(=O)Nc3cc(F)cc(F)c3)C2=O)cc1, predict the reactants needed to synthesize it. The reactants are: COc1ccc(C2CC3(CCCCC3)N(CC(=O)Cl)C2=O)cc1.Nc1cc(F)cc(F)c1.